The task is: Predict the reaction yield, written as a fraction of the theoretical maximum amount of product (1.0 means a 100% yield; for example, 0.34 means a 34% yield).. This data is from Reaction yield outcomes from USPTO patents with 853,638 reactions. The yield is 0.720. The product is [C:1]([NH:4][C:5]1[CH:6]=[CH:7][CH:8]=[C:9]2[C:13]=1[C:12](=[O:14])[N:11]([CH:15]([C:20]1[CH:25]=[CH:24][C:23]([O:26][CH:27]([F:29])[F:28])=[C:22]([O:30][CH2:31][CH3:32])[CH:21]=1)[CH2:16][C:17]([NH2:35])=[O:19])[CH2:10]2)(=[O:3])[CH3:2]. The catalyst is C1COCC1. The reactants are [C:1]([NH:4][C:5]1[CH:6]=[CH:7][CH:8]=[C:9]2[C:13]=1[C:12](=[O:14])[N:11]([CH:15]([C:20]1[CH:25]=[CH:24][C:23]([O:26][CH:27]([F:29])[F:28])=[C:22]([O:30][CH2:31][CH3:32])[CH:21]=1)[CH2:16][C:17]([OH:19])=O)[CH2:10]2)(=[O:3])[CH3:2].C1N=C[N:35](C(N2C=NC=C2)=O)C=1.[NH4+].[OH-].